This data is from Reaction yield outcomes from USPTO patents with 853,638 reactions. The task is: Predict the reaction yield, written as a fraction of the theoretical maximum amount of product (1.0 means a 100% yield; for example, 0.34 means a 34% yield). The reactants are C([O:5][C:6](=[O:42])[C:7]1[CH:12]=[CH:11][C:10]([NH:13][C:14](=[O:41])[C:15]2[CH:20]=[CH:19][CH:18]=[C:17]([C:21]3[N:22]=[C:23]([NH:30][C:31]4[CH:36]=[CH:35][C:34]([O:37][CH3:38])=[C:33]([O:39][CH3:40])[CH:32]=4)[C:24]4[N:29]=[CH:28][S:27][C:25]=4[N:26]=3)[CH:16]=2)=[CH:9][CH:8]=1)(C)(C)C.C(O)(C(F)(F)F)=O. The catalyst is C(Cl)Cl. The product is [CH3:40][O:39][C:33]1[CH:32]=[C:31]([NH:30][C:23]2[C:24]3[N:29]=[CH:28][S:27][C:25]=3[N:26]=[C:21]([C:17]3[CH:16]=[C:15]([CH:20]=[CH:19][CH:18]=3)[C:14]([NH:13][C:10]3[CH:11]=[CH:12][C:7]([C:6]([OH:42])=[O:5])=[CH:8][CH:9]=3)=[O:41])[N:22]=2)[CH:36]=[CH:35][C:34]=1[O:37][CH3:38]. The yield is 0.664.